From a dataset of Catalyst prediction with 721,799 reactions and 888 catalyst types from USPTO. Predict which catalyst facilitates the given reaction. (1) The catalyst class is: 459. Product: [O:9]=[C:1]([C:2]1[CH:3]=[CH:4][CH:5]=[CH:6][CH:7]=1)[CH2:16][C:15]#[N:17]. Reactant: [C:1]([O:9]CC)(=O)[C:2]1[CH:7]=[CH:6][CH:5]=[CH:4][CH:3]=1.C[O-].[Na+].[C:15](#[N:17])[CH3:16].O. (2) Reactant: [CH:1]([N:4]1[CH2:9][CH2:8][N:7]([C:10]([C@H:12]2[CH2:17][CH2:16][C@H:15]([OH:18])[CH2:14][CH2:13]2)=[O:11])[CH2:6][CH2:5]1)([CH3:3])[CH3:2].[H-].[Na+].Cl[C:22]1[CH:29]=[CH:28][C:25]([C:26]#[N:27])=[CH:24][N:23]=1.C([O-])(O)=O.[Na+]. Product: [CH:1]([N:4]1[CH2:9][CH2:8][N:7]([C:10]([C@H:12]2[CH2:13][CH2:14][C@H:15]([O:18][C:22]3[CH:29]=[CH:28][C:25]([C:26]#[N:27])=[CH:24][N:23]=3)[CH2:16][CH2:17]2)=[O:11])[CH2:6][CH2:5]1)([CH3:3])[CH3:2]. The catalyst class is: 44. (3) Reactant: [C:1]([N:4]1[C:12]2[C:7](=[CH:8][C:9]([O:13][C:14]3[CH:19]=[CH:18][C:17]([CH:20]4OCC[O:21]4)=[CH:16][CH:15]=3)=[CH:10][CH:11]=2)[CH:6]=[N:5]1)(=[O:3])[CH3:2].CC1C=CC(S(O)(=O)=O)=CC=1. Product: [C:1]([N:4]1[C:12]2[C:7](=[CH:8][C:9]([O:13][C:14]3[CH:19]=[CH:18][C:17]([CH:20]=[O:21])=[CH:16][CH:15]=3)=[CH:10][CH:11]=2)[CH:6]=[N:5]1)(=[O:3])[CH3:2]. The catalyst class is: 21.